Dataset: Reaction yield outcomes from USPTO patents with 853,638 reactions. Task: Predict the reaction yield, written as a fraction of the theoretical maximum amount of product (1.0 means a 100% yield; for example, 0.34 means a 34% yield). (1) The yield is 0.170. The product is [Cl:20][C:2]1[N:3]=[N:4][C:5]([C:8]2[CH:17]=[CH:16][C:11]([C:12]([O:14][CH3:15])=[O:13])=[CH:10][CH:9]=2)=[CH:6][N:7]=1. The catalyst is C(Cl)(Cl)Cl. The reactants are O=[C:2]1[N:7]=[CH:6][C:5]([C:8]2[CH:17]=[CH:16][C:11]([C:12]([O:14][CH3:15])=[O:13])=[CH:10][CH:9]=2)=[N:4][NH:3]1.P(Cl)(Cl)([Cl:20])=O. (2) The reactants are Cl[C:2](Cl)(Cl)[CH:3]([OH:5])O.S([O-])([O-])(=O)=O.[Na+].[Na+].[CH:15]([C:18]1[CH:24]=[CH:23][CH:22]=[CH:21][C:19]=1[NH2:20])([CH3:17])[CH3:16].Cl.Cl.[NH2:27][OH:28]. The catalyst is O. The product is [OH:28][N:27]=[CH:2][C:3]([NH:20][C:19]1[CH:21]=[CH:22][CH:23]=[CH:24][C:18]=1[CH:15]([CH3:17])[CH3:16])=[O:5]. The yield is 0.350. (3) The reactants are [S:1]1[C:5]2[CH:6]=[CH:7][CH:8]=[CH:9][C:4]=2[N:3]=[C:2]1[C:10]1[C:11](=[O:142])[O:12][C:13]2[C:18]([CH:19]=1)=[CH:17][CH:16]=[C:15]([N:20]([CH2:24][C:25]1[N:26]=[N:27][N:28]([CH2:30][O:31][CH2:32][CH2:33][O:34][CH2:35][CH2:36][O:37][C:38]3[CH:39]=[C:40]([CH:63]=[C:64]([O:104][CH2:105][CH2:106][O:107][CH2:108][CH2:109][O:110][CH2:111][N:112]4[CH:116]=[C:115]([CH2:117][N:118]([C:122]5[CH:131]=[C:130]6[C:125]([CH:126]=[C:127]([C:133]7[S:134][C:135]8[CH:141]=[CH:140][CH:139]=[CH:138][C:136]=8[N:137]=7)[C:128](=[O:132])[O:129]6)=[CH:124][CH:123]=5)[CH:119]([CH3:121])[CH3:120])[N:114]=[N:113]4)[C:65]=3[O:66][CH2:67][CH2:68][O:69][CH2:70][CH2:71][O:72][CH2:73][N:74]3[CH:78]=[C:77]([CH2:79][N:80]([C:84]4[CH:93]=[C:92]5[C:87]([CH:88]=[C:89]([C:95]6[S:96][C:97]7[CH:103]=[CH:102][CH:101]=[CH:100][C:98]=7[N:99]=6)[C:90](=[O:94])[O:91]5)=[CH:86][CH:85]=4)[CH:81]([CH3:83])[CH3:82])[N:76]=[N:75]3)[C:41]([NH:43][CH2:44][C:45]3[CH:62]=[CH:61][C:48]([C:49]([O:51]CC4C=CC(OC)=CC=4)=[O:50])=[CH:47][CH:46]=3)=[O:42])[CH:29]=1)[CH:21]([CH3:23])[CH3:22])[CH:14]=2.FC(F)(F)C(O)=O.C(O)C. The product is [S:1]1[C:5]2[CH:6]=[CH:7][CH:8]=[CH:9][C:4]=2[N:3]=[C:2]1[C:10]1[C:11](=[O:142])[O:12][C:13]2[C:18]([CH:19]=1)=[CH:17][CH:16]=[C:15]([N:20]([CH2:24][C:25]1[N:26]=[N:27][N:28]([CH2:30][O:31][CH2:32][CH2:33][O:34][CH2:35][CH2:36][O:37][C:38]3[CH:39]=[C:40]([CH:63]=[C:64]([O:104][CH2:105][CH2:106][O:107][CH2:108][CH2:109][O:110][CH2:111][N:112]4[CH:116]=[C:115]([CH2:117][N:118]([C:122]5[CH:131]=[C:130]6[C:125]([CH:126]=[C:127]([C:133]7[S:134][C:135]8[CH:141]=[CH:140][CH:139]=[CH:138][C:136]=8[N:137]=7)[C:128](=[O:132])[O:129]6)=[CH:124][CH:123]=5)[CH:119]([CH3:121])[CH3:120])[N:114]=[N:113]4)[C:65]=3[O:66][CH2:67][CH2:68][O:69][CH2:70][CH2:71][O:72][CH2:73][N:74]3[CH:78]=[C:77]([CH2:79][N:80]([C:84]4[CH:93]=[C:92]5[C:87]([CH:88]=[C:89]([C:95]6[S:96][C:97]7[CH:103]=[CH:102][CH:101]=[CH:100][C:98]=7[N:99]=6)[C:90](=[O:94])[O:91]5)=[CH:86][CH:85]=4)[CH:81]([CH3:83])[CH3:82])[N:76]=[N:75]3)[C:41]([NH:43][CH2:44][C:45]3[CH:46]=[CH:47][C:48]([C:49]([OH:51])=[O:50])=[CH:61][CH:62]=3)=[O:42])[CH:29]=1)[CH:21]([CH3:23])[CH3:22])[CH:14]=2. The yield is 0.950. The catalyst is C(Cl)Cl. (4) The reactants are Cl[C:2]1[CH:7]=[CH:6][N:5]=[CH:4][C:3]=1[N+:8]([O-:10])=[O:9].C(N(CC)CC)C.[C:18]([O:22][C:23]([N:25]1[CH2:30][CH2:29][NH:28][CH2:27][CH2:26]1)=[O:24])([CH3:21])([CH3:20])[CH3:19]. The catalyst is O1CCOCC1. The product is [C:18]([O:22][C:23]([N:25]1[CH2:30][CH2:29][N:28]([C:2]2[CH:7]=[CH:6][N:5]=[CH:4][C:3]=2[N+:8]([O-:10])=[O:9])[CH2:27][CH2:26]1)=[O:24])([CH3:21])([CH3:19])[CH3:20]. The yield is 1.00.